From a dataset of Forward reaction prediction with 1.9M reactions from USPTO patents (1976-2016). Predict the product of the given reaction. (1) Given the reactants [H-].[Na+].[Cl:3][C:4]1[C:9]([C:10]([O:12]CC)=O)=[C:8]([CH3:15])[N:7]=[C:6]([Cl:16])[CH:5]=1.[N:17]1C=NC=N[CH:18]=1.[Cl-].[NH4+], predict the reaction product. The product is: [Cl:16][C:6]1[CH:5]=[C:4]([Cl:3])[C:9]2[C:10](=[O:12])[NH:17][CH:18]=[CH:15][C:8]=2[N:7]=1. (2) The product is: [F:1][C:2]1[CH:3]=[C:4]([C:5]2[S:10][C:9]([NH2:11])=[N:8][N:7]=2)[CH:12]=[CH:13][C:14]=1[N+:15]([O-:17])=[O:16]. Given the reactants [F:1][C:2]1[CH:3]=[C:4]([CH:12]=[CH:13][C:14]=1[N+:15]([O-:17])=[O:16])[C:5]([NH:7][NH:8][C:9]([NH2:11])=[S:10])=O.N, predict the reaction product. (3) The product is: [Cl-:1].[CH3:15][O:14][C:10]1[CH:9]=[C:8]([C:6]2[O:5][N:4]=[C:3]([CH2:2][N+:28]34[CH2:29][CH2:30][CH:31]([CH2:32][CH2:33]3)[C@@H:26]([O:25][C:23](=[O:24])[C@@H:22]([C:16]3[CH:21]=[CH:20][CH:19]=[CH:18][CH:17]=3)[NH:34][C:35]3[CH:40]=[CH:39][CH:38]=[CH:37][CH:36]=3)[CH2:27]4)[N:7]=2)[CH:13]=[CH:12][CH:11]=1. Given the reactants [Cl:1][CH2:2][C:3]1[N:7]=[C:6]([C:8]2[CH:13]=[CH:12][CH:11]=[C:10]([O:14][CH3:15])[CH:9]=2)[O:5][N:4]=1.[C:16]1([C@@H:22]([NH:34][C:35]2[CH:40]=[CH:39][CH:38]=[CH:37][CH:36]=2)[C:23]([O:25][C@@H:26]2[CH:31]3[CH2:32][CH2:33][N:28]([CH2:29][CH2:30]3)[CH2:27]2)=[O:24])[CH:21]=[CH:20][CH:19]=[CH:18][CH:17]=1, predict the reaction product. (4) Given the reactants [Br:1][C:2]1[CH:3]=[C:4]([OH:9])[CH:5]=[C:6]([CH3:8])[CH:7]=1.[C:10]([O-])([O-])=O.[K+].[K+].CI, predict the reaction product. The product is: [Br:1][C:2]1[CH:7]=[C:6]([CH3:8])[CH:5]=[C:4]([O:9][CH3:10])[CH:3]=1. (5) The product is: [Si:22]([O:12][CH2:11][CH2:10][C:7]1[CH:6]=[CH:5][C:4]([N+:1]([O-:3])=[O:2])=[CH:9][N:8]=1)([C:19]([CH3:21])([CH3:20])[CH3:18])([CH3:24])[CH3:23]. Given the reactants [N+:1]([C:4]1[CH:5]=[CH:6][C:7]([CH2:10][CH2:11][OH:12])=[N:8][CH:9]=1)([O-:3])=[O:2].N1C=CN=C1.[CH3:18][C:19]([Si:22](Cl)([CH3:24])[CH3:23])([CH3:21])[CH3:20], predict the reaction product.